This data is from Catalyst prediction with 721,799 reactions and 888 catalyst types from USPTO. The task is: Predict which catalyst facilitates the given reaction. (1) Reactant: [Cl:1][C:2]1[CH:30]=[CH:29][CH:28]=[C:27]([Cl:31])[C:3]=1[CH2:4][C:5]1[CH:6]=[C:7]2[C:12](=[C:13]([NH:15][C:16]3[CH:21]=[CH:20][C:19]([CH2:22][OH:23])=[CH:18][C:17]=3[O:24][CH3:25])[N:14]=1)[C:11](=[O:26])[NH:10][CH:9]=[CH:8]2.CC(C)=[O:34].OS(O)(=O)=O.O=[Cr](=O)=O. Product: [Cl:1][C:2]1[CH:30]=[CH:29][CH:28]=[C:27]([Cl:31])[C:3]=1[CH2:4][C:5]1[N:14]=[C:13]([NH:15][C:16]2[CH:21]=[CH:20][C:19]([C:22]([OH:34])=[O:23])=[CH:18][C:17]=2[O:24][CH3:25])[C:12]2[C:11](=[O:26])[NH:10][CH:9]=[CH:8][C:7]=2[CH:6]=1. The catalyst class is: 21. (2) Reactant: [C:1](O)([C:3](F)(F)F)=[O:2].[NH2:8][CH2:9][CH2:10][CH2:11][C@:12]([C@@H:21]1[CH2:26][CH2:25][CH2:24][N:23]([C:27]([O:29][C:30]([CH3:33])([CH3:32])[CH3:31])=[O:28])[CH2:22]1)([C:14]1[CH:19]=[CH:18][CH:17]=[C:16]([Cl:20])[CH:15]=1)[OH:13].C(N(CC)CC)C.C(OC(=O)C)(=O)C. Product: [C:1]([NH:8][CH2:9][CH2:10][CH2:11][C@:12]([C@@H:21]1[CH2:26][CH2:25][CH2:24][N:23]([C:27]([O:29][C:30]([CH3:33])([CH3:32])[CH3:31])=[O:28])[CH2:22]1)([C:14]1[CH:19]=[CH:18][CH:17]=[C:16]([Cl:20])[CH:15]=1)[OH:13])(=[O:2])[CH3:3]. The catalyst class is: 79. (3) Reactant: [CH2:1]([O:3][C:4](=[O:17])[CH2:5][O:6][CH:7]1[CH2:12][CH2:11][N:10]([CH2:13][C:14]([OH:16])=O)[CH2:9][CH2:8]1)[CH3:2].Cl.[N:19]1[CH:24]=[CH:23][C:22]([N:25]2[CH2:29][CH2:28][C:27]3([CH2:34][CH2:33][NH:32][CH2:31][CH2:30]3)[CH2:26]2)=[CH:21][CH:20]=1.CN(C(ON1N=NC2C=CC=NC1=2)=[N+](C)C)C.F[P-](F)(F)(F)(F)F.CCN(C(C)C)C(C)C. Product: [O:16]=[C:14]([N:32]1[CH2:31][CH2:30][C:27]2([CH2:26][N:25]([C:22]3[CH:21]=[CH:20][N:19]=[CH:24][CH:23]=3)[CH2:29][CH2:28]2)[CH2:34][CH2:33]1)[CH2:13][N:10]1[CH2:9][CH2:8][CH:7]([O:6][CH2:5][C:4]([O:3][CH2:1][CH3:2])=[O:17])[CH2:12][CH2:11]1. The catalyst class is: 3. (4) Reactant: [CH2:1]([C:3]1[C:8](=[O:9])[N:7]2[N:10]=[CH:11][C:12]([C:13]3[CH:14]=[N:15][NH:16][CH:17]=3)=[C:6]2[NH:5][C:4]=1[CH3:18])[CH3:2].[H-].[Na+].[Br:21][C:22]1[CH:27]=[CH:26][N:25]=[C:24](F)[CH:23]=1. Product: [Br:21][C:22]1[CH:27]=[CH:26][N:25]=[C:24]([N:15]2[CH:14]=[C:13]([C:12]3[CH:11]=[N:10][N:7]4[C:8](=[O:9])[C:3]([CH2:1][CH3:2])=[C:4]([CH3:18])[NH:5][C:6]=34)[CH:17]=[N:16]2)[CH:23]=1. The catalyst class is: 18. (5) Reactant: [CH3:1][C:2]1[CH:7]=[C:6]([C:8]#[N:9])[CH:5]=[CH:4][C:3]=1[C:10]1[CH:15]=[CH:14][C:13]([C:16]([F:19])([F:18])[F:17])=[CH:12][CH:11]=1.O1CCCC1.[CH2:25]([Mg]Br)[CH:26]([CH3:28])[CH3:27].[BH4-].[Na+]. Product: [CH3:25][CH:26]([CH3:28])[CH2:27][CH:8]([C:6]1[CH:5]=[CH:4][C:3]([C:10]2[CH:15]=[CH:14][C:13]([C:16]([F:17])([F:18])[F:19])=[CH:12][CH:11]=2)=[C:2]([CH3:1])[CH:7]=1)[NH2:9]. The catalyst class is: 5.